This data is from Forward reaction prediction with 1.9M reactions from USPTO patents (1976-2016). The task is: Predict the product of the given reaction. (1) Given the reactants FC(F)(F)C(O)=O.C(OC(=O)[NH:14][C:15]1[S:30][C:18]2[N:19]([C:24]3[CH:29]=[CH:28][CH:27]=[CH:26][CH:25]=3)[C:20](=[O:23])[CH:21]=[CH:22][C:17]=2[C:16]=1[C:31](=[O:39])[C:32]1[CH:37]=[CH:36][CH:35]=[C:34]([CH3:38])[CH:33]=1)(C)(C)C.C([O-])(O)=O.[Na+], predict the reaction product. The product is: [NH2:14][C:15]1[S:30][C:18]2[N:19]([C:24]3[CH:25]=[CH:26][CH:27]=[CH:28][CH:29]=3)[C:20](=[O:23])[CH:21]=[CH:22][C:17]=2[C:16]=1[C:31](=[O:39])[C:32]1[CH:37]=[CH:36][CH:35]=[C:34]([CH3:38])[CH:33]=1. (2) The product is: [F:11][C:7]1[CH:8]=[C:9]2[C:4](=[CH:5][CH:6]=1)[N:3]([C:15]1[N:16]=[C:17]([N:34]3[CH2:35][CH2:36][O:37][CH2:38][CH2:39]3)[C:18]3[S:23][C:22]([CH2:24][N:25]4[CH2:26][CH2:27][CH:28]([N:31]([CH3:33])[CH3:32])[CH2:29][CH2:30]4)=[CH:21][C:19]=3[N:20]=1)[C:2]([CH3:1])=[CH:10]2. Given the reactants [CH3:1][C:2]1[NH:3][C:4]2[C:9]([CH:10]=1)=[CH:8][C:7]([F:11])=[CH:6][CH:5]=2.[H-].[Na+].Cl[C:15]1[N:16]=[C:17]([N:34]2[CH2:39][CH2:38][O:37][CH2:36][CH2:35]2)[C:18]2[S:23][C:22]([CH2:24][N:25]3[CH2:30][CH2:29][CH:28]([N:31]([CH3:33])[CH3:32])[CH2:27][CH2:26]3)=[CH:21][C:19]=2[N:20]=1, predict the reaction product. (3) Given the reactants Cl[C:2]1[N:7]=[C:6]([C:8]2[C:16]3[C:11](=[CH:12][CH:13]=[CH:14][CH:15]=3)[NH:10][CH:9]=2)[C:5]([CH3:17])=[CH:4][N:3]=1.[CH3:18][O:19][C:20]1[CH:26]=[C:25]([N:27]2[CH2:32][CH2:31][CH:30]([N:33]3[CH2:38][CH2:37][N:36]([CH3:39])[CH2:35][CH2:34]3)[CH2:29][CH2:28]2)[CH:24]=[CH:23][C:21]=1[NH2:22], predict the reaction product. The product is: [NH:10]1[C:11]2[C:16](=[CH:15][CH:14]=[CH:13][CH:12]=2)[C:8]([C:6]2[C:5]([CH3:17])=[CH:4][N:3]=[C:2]([NH:22][C:21]3[CH:23]=[CH:24][C:25]([N:27]4[CH2:32][CH2:31][CH:30]([N:33]5[CH2:34][CH2:35][N:36]([CH3:39])[CH2:37][CH2:38]5)[CH2:29][CH2:28]4)=[CH:26][C:20]=3[O:19][CH3:18])[N:7]=2)=[CH:9]1. (4) Given the reactants C(OC([NH:8][CH2:9][CH2:10][O:11][C:12]1[C:17]([CH2:18][O:19][C:20]2[CH:21]=[CH:22][C:23]([F:27])=[C:24]([CH:26]=2)[NH2:25])=[C:16]([F:28])[C:15]([F:29])=[CH:14][CH:13]=1)=O)(C)(C)C.[ClH:30], predict the reaction product. The product is: [ClH:30].[ClH:30].[NH2:8][CH2:9][CH2:10][O:11][C:12]1[C:17]([CH2:18][O:19][C:20]2[CH:21]=[CH:22][C:23]([F:27])=[C:24]([CH:26]=2)[NH2:25])=[C:16]([F:28])[C:15]([F:29])=[CH:14][CH:13]=1.